Dataset: Full USPTO retrosynthesis dataset with 1.9M reactions from patents (1976-2016). Task: Predict the reactants needed to synthesize the given product. (1) The reactants are: [H-].[Na+].[N:3]1[CH:8]=[CH:7][CH:6]=[CH:5][C:4]=1[CH2:9][OH:10].[Cl:11][C:12]1[C:17]([Cl:18])=[CH:16][CH:15]=[CH:14][C:13]=1[S:19]([NH:22][C:23]1[C:28](Cl)=[N:27][CH:26]=[CH:25][N:24]=1)(=[O:21])=[O:20].[C:30](O)(=O)[CH2:31][C:32](CC(O)=O)(C(O)=O)[OH:33]. Given the product [C:32]([O:10][CH2:9][CH3:4])(=[O:33])[CH3:31].[CH3:14][CH2:15][CH2:16][CH:17]([CH3:12])[CH3:30].[Cl:11][C:12]1[C:17]([Cl:18])=[CH:16][CH:15]=[CH:14][C:13]=1[S:19]([NH:22][C:23]1[C:28]([O:10][CH2:9][C:4]2[CH:5]=[CH:6][CH:7]=[CH:8][N:3]=2)=[N:27][CH:26]=[CH:25][N:24]=1)(=[O:20])=[O:21], predict the reactants needed to synthesize it. (2) The reactants are: O=C1C=C(OCC[NH:11][C:12](N)=[NH:13])C2C=CC=CC=2O1.[F:19][C:20]([F:25])([F:24])[C:21]([OH:23])=[O:22].[NH2:26][CH2:27][CH2:28][CH2:29][O:30][C:31]1[C:36]2[CH:37]=[CH:38][CH:39]=[CH:40][C:35]=2[O:34][C:33](=[O:41])[CH:32]=1. Given the product [F:19][C:20]([F:25])([F:24])[C:21]([OH:23])=[O:22].[O:41]=[C:33]1[CH:32]=[C:31]([O:30][CH2:29][CH2:28][CH2:27][NH:26][C:12]([NH2:13])=[NH:11])[C:36]2[CH:37]=[CH:38][CH:39]=[CH:40][C:35]=2[O:34]1, predict the reactants needed to synthesize it. (3) The reactants are: [NH2:1][CH2:2][CH2:3][CH2:4][O:5][CH2:6][CH2:7][O:8][CH2:9][CH2:10][O:11][CH2:12][CH2:13][O:14][CH2:15][CH2:16][O:17][CH2:18][CH2:19][CH2:20][NH:21][C:22]1[CH:30]=[C:29]([N:31]2[C:39]3[CH2:38][C:37]([CH3:41])([CH3:40])[CH2:36][C:35](=[O:42])[C:34]=3[C:33]([CH3:43])=[N:32]2)[CH:28]=[CH:27][C:23]=1[C:24]([NH2:26])=[O:25].[I:44][C:45]1[CH:46]=[C:47]([CH:50]=[CH:51][CH:52]=1)[CH:48]=O.C(O[BH-](OC(=O)C)OC(=O)C)(=O)C.[Na+].[Cl:67][CH:68]([Cl:70])C. Given the product [CH2:68]([Cl:70])[Cl:67].[CH3:4][OH:5].[NH3:1].[I:44][C:45]1[CH:46]=[C:47]([CH2:48][NH:1][CH2:2][CH2:3][CH2:4][O:5][CH2:6][CH2:7][O:8][CH2:9][CH2:10][O:11][CH2:12][CH2:13][O:14][CH2:15][CH2:16][O:17][CH2:18][CH2:19][CH2:20][NH:21][C:22]2[CH:30]=[C:29]([N:31]3[C:39]4[CH2:38][C:37]([CH3:40])([CH3:41])[CH2:36][C:35](=[O:42])[C:34]=4[C:33]([CH3:43])=[N:32]3)[CH:28]=[CH:27][C:23]=2[C:24]([NH2:26])=[O:25])[CH:50]=[CH:51][CH:52]=1, predict the reactants needed to synthesize it. (4) Given the product [Cl:34][C:28]1[CH:29]=[C:30]([Cl:33])[CH:31]=[CH:32][C:27]=1[C@@H:18]1[N:19]=[C:20]([C:22]2[S:23][CH:24]=[CH:25][N:26]=2)[NH:21][C:16]([CH2:15][N:6]2[CH2:7][C:3]([F:2])([F:13])[CH2:4][C@H:5]2[CH2:8][CH2:9][C:10]([OH:12])=[O:11])=[C:17]1[C:35]([O:37][CH2:38][CH3:39])=[O:36], predict the reactants needed to synthesize it. The reactants are: Cl.[F:2][C:3]1([F:13])[CH2:7][NH:6][C@H:5]([CH2:8][CH2:9][C:10]([OH:12])=[O:11])[CH2:4]1.Br[CH2:15][C:16]1[NH:21][C:20]([C:22]2[S:23][CH:24]=[CH:25][N:26]=2)=[N:19][C@@H:18]([C:27]2[CH:32]=[CH:31][C:30]([Cl:33])=[CH:29][C:28]=2[Cl:34])[C:17]=1[C:35]([O:37][CH3:38])=[O:36].[C:39](=O)([O-])[O-].[K+].[K+]. (5) Given the product [C:20]1([C:39]2[CH:40]=[CH:41][CH:42]=[CH:43][CH:44]=2)[CH:25]=[CH:24][C:23]([CH:26]2[C:31]([CH3:32])([CH3:33])[O:30][C:29]([NH:19][C@H:11]([C:12]3[CH:17]=[CH:16][CH:15]=[CH:14][C:13]=3[F:18])[CH2:10][CH2:9][OH:8])=[N:28][S:27]2(=[O:37])=[O:38])=[CH:22][CH:21]=1, predict the reactants needed to synthesize it. The reactants are: [Si]([O:8][CH2:9][CH2:10][C@H:11]([NH2:19])[C:12]1[CH:17]=[CH:16][CH:15]=[CH:14][C:13]=1[F:18])(C(C)(C)C)(C)C.[C:20]1([C:39]2[CH:44]=[CH:43][CH:42]=[CH:41][CH:40]=2)[CH:25]=[CH:24][C:23]([CH:26]2[C:31]([CH3:33])([CH3:32])[O:30][C:29](OCC)=[N:28][S:27]2(=[O:38])=[O:37])=[CH:22][CH:21]=1. (6) Given the product [Cl:1][C:2]1[N:3]=[C:4]([N:14]2[CH2:19][CH2:18][O:17][CH2:16][CH2:15]2)[C:5]2[O:10][C:9]([C:11]([NH:21][CH3:20])=[O:13])=[CH:8][C:6]=2[N:7]=1, predict the reactants needed to synthesize it. The reactants are: [Cl:1][C:2]1[N:3]=[C:4]([N:14]2[CH2:19][CH2:18][O:17][CH2:16][CH2:15]2)[C:5]2[O:10][C:9]([C:11]([OH:13])=O)=[CH:8][C:6]=2[N:7]=1.[CH3:20][N:21](C(ON1N=NC2C=CC=NC1=2)=[N+](C)C)C.F[P-](F)(F)(F)(F)F.CN.C(N(C(C)C)CC)(C)C. (7) Given the product [Br:1][CH2:4][C:5]([C@@H:7]1[CH2:11][CH2:10][CH2:9][N:8]1[C:12]([O:14][C:15]([CH3:18])([CH3:17])[CH3:16])=[O:13])=[O:6], predict the reactants needed to synthesize it. The reactants are: [BrH:1].[N+](=[CH:4][C:5]([C@@H:7]1[CH2:11][CH2:10][CH2:9][N:8]1[C:12]([O:14][C:15]([CH3:18])([CH3:17])[CH3:16])=[O:13])=[O:6])=[N-]. (8) Given the product [CH:20]1([O:25][C:26]2[CH:27]=[C:28](/[C:34](/[O:44][C:12](=[O:13])[C:11]3[CH:15]=[CH:16][C:17]([O:18][CH3:19])=[C:9]([O:8][CH2:1][C:2]4[CH:3]=[CH:4][CH:5]=[CH:6][CH:7]=4)[CH:10]=3)=[CH:35]/[C:36]3[C:41]([Cl:42])=[CH:40][N:39]=[CH:38][C:37]=3[Cl:43])[CH:29]=[CH:30][C:31]=2[O:32][CH3:33])[CH2:24][CH2:23][CH2:22][CH2:21]1, predict the reactants needed to synthesize it. The reactants are: [CH2:1]([O:8][C:9]1[CH:10]=[C:11]([CH:15]=[CH:16][C:17]=1[O:18][CH3:19])[C:12](Cl)=[O:13])[C:2]1[CH:7]=[CH:6][CH:5]=[CH:4][CH:3]=1.[CH:20]1([O:25][C:26]2[CH:27]=[C:28]([C:34](=[O:44])[CH2:35][C:36]3[C:41]([Cl:42])=[CH:40][N:39]=[CH:38][C:37]=3[Cl:43])[CH:29]=[CH:30][C:31]=2[O:32][CH3:33])[CH2:24][CH2:23][CH2:22][CH2:21]1.